Predict the product of the given reaction. From a dataset of Forward reaction prediction with 1.9M reactions from USPTO patents (1976-2016). (1) The product is: [CH2:21]([O:1][C:2]1[CH:3]=[C:4]2[C:9](=[CH:10][CH:11]=1)[NH:8][C:7](=[O:12])[CH2:6][CH2:5]2)[CH:20]=[CH2:19]. Given the reactants [OH:1][C:2]1[CH:3]=[C:4]2[C:9](=[CH:10][CH:11]=1)[NH:8][C:7](=[O:12])[CH2:6][CH2:5]2.C([O-])([O-])=O.[K+].[K+].[CH2:19](Br)[CH:20]=[CH2:21], predict the reaction product. (2) Given the reactants N1C=CC=C(C=O)C=1.Cl.N12CCC(CC1)C(=O)C2.[OH-].[K+].[N:21]1[CH:26]=[CH:25][CH:24]=[C:23]([CH:27]=[C:28]2[C:33](=[O:34])[CH:32]3[CH2:35][CH2:36][N:29]2[CH2:30][CH2:31]3)[CH:22]=1, predict the reaction product. The product is: [N:21]1[CH:26]=[CH:25][CH:24]=[C:23]([CH2:27][CH:28]2[CH:33]([OH:34])[CH:32]3[CH2:31][CH2:30][N:29]2[CH2:36][CH2:35]3)[CH:22]=1. (3) Given the reactants [CH3:1][C:2]([CH3:5])([O-:4])[CH3:3].[Na+].Cl[CH2:8][C:9]([OH:11])=[O:10], predict the reaction product. The product is: [C:2]([O:4][CH2:8][C:9]([OH:11])=[O:10])([CH3:5])([CH3:3])[CH3:1].